Predict the product of the given reaction. From a dataset of Forward reaction prediction with 1.9M reactions from USPTO patents (1976-2016). (1) The product is: [F:22][C:4]1[CH:3]=[C:2]([C:28]2[CH:29]=[CH:30][CH:31]=[C:26]([O:25][C:24]([F:23])([F:35])[F:36])[CH:27]=2)[CH:7]=[C:6]([F:8])[C:5]=1[C:9]([N:11]1[CH2:16][CH2:15][CH:14]([N:17]2[CH2:21][CH2:20][CH2:19][CH2:18]2)[CH2:13][CH2:12]1)=[O:10]. Given the reactants Br[C:2]1[CH:7]=[C:6]([F:8])[C:5]([C:9]([N:11]2[CH2:16][CH2:15][CH:14]([N:17]3[CH2:21][CH2:20][CH2:19][CH2:18]3)[CH2:13][CH2:12]2)=[O:10])=[C:4]([F:22])[CH:3]=1.[F:23][C:24]([F:36])([F:35])[O:25][C:26]1[CH:27]=[C:28](B(O)O)[CH:29]=[CH:30][CH:31]=1, predict the reaction product. (2) Given the reactants [Cl:1][C:2]1[CH:3]=[C:4]([F:10])[C:5]([CH2:8]O)=[N:6][CH:7]=1.S(Cl)([Cl:13])=O, predict the reaction product. The product is: [ClH:1].[Cl:1][C:2]1[CH:3]=[C:4]([F:10])[C:5]([CH2:8][Cl:13])=[N:6][CH:7]=1.